From a dataset of Choline transporter screen with 302,306 compounds. Binary Classification. Given a drug SMILES string, predict its activity (active/inactive) in a high-throughput screening assay against a specified biological target. The compound is o1c2c(ncnc2Nc2ccc(O)cc2)c2c1cccc2. The result is 0 (inactive).